This data is from Forward reaction prediction with 1.9M reactions from USPTO patents (1976-2016). The task is: Predict the product of the given reaction. (1) Given the reactants C([O:3][C:4]([C:6]1[CH:7]=[N:8][C:9]2[C:14]([C:15]=1[NH:16][CH:17]1[CH2:21][CH2:20][CH2:19][CH2:18]1)=[CH:13][CH:12]=[CH:11][C:10]=2[O:22][CH3:23])=O)C.[C:24]([N:28]=[C:29]=[O:30])([CH3:27])([CH3:26])[CH3:25], predict the reaction product. The product is: [C:24]([N:28]1[C:4](=[O:3])[C:6]2[CH:7]=[N:8][C:9]3[C:10]([O:22][CH3:23])=[CH:11][CH:12]=[CH:13][C:14]=3[C:15]=2[N:16]([CH:17]2[CH2:18][CH2:19][CH2:20][CH2:21]2)[C:29]1=[O:30])([CH3:27])([CH3:26])[CH3:25]. (2) Given the reactants [CH:1]1([C:4]2[C:5]([O:13][CH2:14][C:15]([F:18])([F:17])[F:16])=[CH:6][C:7]([C:10]([OH:12])=O)=[N:8][CH:9]=2)[CH2:3][CH2:2]1.[NH2:19][CH:20]([C:23]1([CH3:27])[CH2:26][O:25][CH2:24]1)[C:21]#[N:22], predict the reaction product. The product is: [C:21]([CH:20]([C:23]1([CH3:27])[CH2:26][O:25][CH2:24]1)[NH:19][C:10]([C:7]1[CH:6]=[C:5]([O:13][CH2:14][C:15]([F:18])([F:17])[F:16])[C:4]([CH:1]2[CH2:2][CH2:3]2)=[CH:9][N:8]=1)=[O:12])#[N:22].